Regression. Given two drug SMILES strings and cell line genomic features, predict the synergy score measuring deviation from expected non-interaction effect. From a dataset of NCI-60 drug combinations with 297,098 pairs across 59 cell lines. (1) Drug 1: C1=CC(=C2C(=C1NCCNCCO)C(=O)C3=C(C=CC(=C3C2=O)O)O)NCCNCCO. Drug 2: C(=O)(N)NO. Cell line: HCC-2998. Synergy scores: CSS=35.8, Synergy_ZIP=-4.89, Synergy_Bliss=0.189, Synergy_Loewe=2.95, Synergy_HSA=5.06. (2) Drug 1: CC1C(C(CC(O1)OC2CC(OC(C2O)C)OC3=CC4=CC5=C(C(=O)C(C(C5)C(C(=O)C(C(C)O)O)OC)OC6CC(C(C(O6)C)O)OC7CC(C(C(O7)C)O)OC8CC(C(C(O8)C)O)(C)O)C(=C4C(=C3C)O)O)O)O. Drug 2: CC(C)CN1C=NC2=C1C3=CC=CC=C3N=C2N. Cell line: SF-295. Synergy scores: CSS=54.5, Synergy_ZIP=-2.84, Synergy_Bliss=-10.5, Synergy_Loewe=-12.7, Synergy_HSA=-9.20. (3) Drug 1: CC12CCC(CC1=CCC3C2CCC4(C3CC=C4C5=CN=CC=C5)C)O. Drug 2: COC1=CC(=CC(=C1O)OC)C2C3C(COC3=O)C(C4=CC5=C(C=C24)OCO5)OC6C(C(C7C(O6)COC(O7)C8=CC=CS8)O)O. Cell line: NCI-H522. Synergy scores: CSS=32.9, Synergy_ZIP=-9.61, Synergy_Bliss=0.586, Synergy_Loewe=-20.2, Synergy_HSA=1.26.